This data is from Full USPTO retrosynthesis dataset with 1.9M reactions from patents (1976-2016). The task is: Predict the reactants needed to synthesize the given product. (1) Given the product [N:1]1[CH:6]=[CH:5][CH:4]=[C:3]([O:7][CH2:8][CH2:9][C@@H:10]2[CH2:16][C@@H:15]3[C@@H:13]([CH2:14]3)[CH2:12][NH:11]2)[CH:2]=1, predict the reactants needed to synthesize it. The reactants are: [N:1]1[CH:6]=[CH:5][CH:4]=[C:3]([O:7][CH2:8][CH2:9][C@@H:10]2[CH2:16][C@@H:15]3[C@@H:13]([CH2:14]3)[CH2:12][N:11]2C(OC(C)(C)C)=O)[CH:2]=1.C(O)(C(F)(F)F)=O.N. (2) The reactants are: N1C=CC=CC=1.[CH3:7][O:8][C:9](=[O:17])[CH2:10][C:11](=[O:16])[CH2:12][CH2:13][O:14][CH3:15].[Cl-].[Mg+2].[Cl-].[C:21](OC(=O)C)(=[O:23])[CH3:22]. Given the product [CH3:7][O:8][C:9](=[O:17])[CH:10]([C:21](=[O:23])[CH3:22])[C:11](=[O:16])[CH2:12][CH2:13][O:14][CH3:15], predict the reactants needed to synthesize it. (3) Given the product [C:1]([N:4]1[C:13]2[C:8](=[CH:9][C:10]([NH:14][C:30](=[O:31])[C:29]3[CH:33]=[CH:34][C:26]([C:25]([F:24])([F:35])[F:36])=[CH:27][CH:28]=3)=[CH:11][CH:12]=2)[C:7]([C:16]2[CH:21]=[CH:20][CH:19]=[CH:18][CH:17]=2)([CH3:15])[CH2:6][C:5]1([CH3:23])[CH3:22])(=[O:3])[CH3:2], predict the reactants needed to synthesize it. The reactants are: [C:1]([N:4]1[C:13]2[C:8](=[CH:9][C:10]([NH2:14])=[CH:11][CH:12]=2)[C:7]([C:16]2[CH:21]=[CH:20][CH:19]=[CH:18][CH:17]=2)([CH3:15])[CH2:6][C:5]1([CH3:23])[CH3:22])(=[O:3])[CH3:2].[F:24][C:25]([F:36])([F:35])[C:26]1[CH:34]=[CH:33][C:29]([C:30](Cl)=[O:31])=[CH:28][CH:27]=1.C(N(CC)C(C)C)(C)C. (4) The reactants are: [Cl:1][C:2]1[CH:7]=[CH:6][C:5]([C:8]2[N:9]([CH2:17][C@H:18]([OH:23])[C:19]([F:22])([F:21])[F:20])[C:10](=[O:16])[N:11]([CH2:13][C:14]#[CH:15])[N:12]=2)=[CH:4][CH:3]=1.[N:24]([C:27]1[CH:32]=[CH:31][CH:30]=[C:29]([Cl:33])[C:28]=1[Cl:34])=[N+:25]=[N-:26]. Given the product [Cl:1][C:2]1[CH:7]=[CH:6][C:5]([C:8]2[N:9]([CH2:17][C@H:18]([OH:23])[C:19]([F:21])([F:22])[F:20])[C:10](=[O:16])[N:11]([CH2:13][C:14]3[N:26]=[N:25][N:24]([C:27]4[CH:32]=[CH:31][CH:30]=[C:29]([Cl:33])[C:28]=4[Cl:34])[CH:15]=3)[N:12]=2)=[CH:4][CH:3]=1, predict the reactants needed to synthesize it. (5) The reactants are: [NH:1]=[C:2]1[N:6]([CH:7]([CH3:13])[C:8]([O:10]CC)=[O:9])[C:5]2[CH:14]=[CH:15][CH:16]=[CH:17][C:4]=2[S:3]1.[CH2:18]([O:25][C:26]1[CH:34]=[CH:33][C:29]([C:30](O)=[O:31])=[CH:28][CH:27]=1)[C:19]1[CH:24]=[CH:23][CH:22]=[CH:21][CH:20]=1.N=C1N(C(CC)C(OCC)=O)C2C=CC=CC=2S1.FC1C=C(N)C(=CC=1)C(O)=O. Given the product [CH2:18]([O:25][C:26]1[CH:27]=[CH:28][C:29]([C:30]([N:1]=[C:2]2[N:6]([CH:7]([CH3:13])[C:8]([OH:10])=[O:9])[C:5]3[CH:14]=[CH:15][CH:16]=[CH:17][C:4]=3[S:3]2)=[O:31])=[CH:33][CH:34]=1)[C:19]1[CH:20]=[CH:21][CH:22]=[CH:23][CH:24]=1, predict the reactants needed to synthesize it. (6) Given the product [C:6]([C:7]1[CH:12]=[CH:11][CH:10]=[CH:9][C:8]=1[C:13]1([C:16]([O:18][CH3:19])=[O:17])[CH2:15][CH2:14]1)#[CH:5], predict the reactants needed to synthesize it. The reactants are: C[Si]([C:5]#[C:6][C:7]1[CH:12]=[CH:11][CH:10]=[CH:9][C:8]=1[C:13]1([C:16]([O:18][CH3:19])=[O:17])[CH2:15][CH2:14]1)(C)C.CCCC[N+](CCCC)(CCCC)CCCC.[F-].O. (7) Given the product [NH2:8][CH2:9][C:10]([O:12][CH2:13][CH2:14][O:15][C:16](=[O:56])[C:17]1[CH:22]=[CH:21][C:20]([NH:23][C:24]([C@H:26]2[C@H:30]([C:31]3[CH:36]=[CH:35][CH:34]=[C:33]([Cl:37])[C:32]=3[F:38])[C@:29]([C:41]3[CH:46]=[CH:45][C:44]([Cl:47])=[CH:43][C:42]=3[F:48])([C:39]#[N:40])[C@H:28]([CH2:49][C:50]([CH3:52])([CH3:53])[CH3:51])[NH:27]2)=[O:25])=[C:19]([O:54][CH3:55])[CH:18]=1)=[O:11], predict the reactants needed to synthesize it. The reactants are: C(OC([NH:8][CH2:9][C:10]([O:12][CH2:13][CH2:14][O:15][C:16](=[O:56])[C:17]1[CH:22]=[CH:21][C:20]([NH:23][C:24]([C@H:26]2[C@H:30]([C:31]3[CH:36]=[CH:35][CH:34]=[C:33]([Cl:37])[C:32]=3[F:38])[C@:29]([C:41]3[CH:46]=[CH:45][C:44]([Cl:47])=[CH:43][C:42]=3[F:48])([C:39]#[N:40])[C@H:28]([CH2:49][C:50]([CH3:53])([CH3:52])[CH3:51])[NH:27]2)=[O:25])=[C:19]([O:54][CH3:55])[CH:18]=1)=[O:11])=O)(C)(C)C.FC(F)(F)C(O)=O. (8) Given the product [Br:5][C:10]1[N:9]=[C:8]([C:14]2[N:18]([CH:19]3[CH2:24][CH2:23][O:22][CH2:21][CH2:20]3)[C:17]([CH3:25])=[N:16][CH:15]=2)[C:7]([F:6])=[CH:12][N:11]=1, predict the reactants needed to synthesize it. The reactants are: C[Si]([Br:5])(C)C.[F:6][C:7]1[C:8]([C:14]2[N:18]([CH:19]3[CH2:24][CH2:23][O:22][CH2:21][CH2:20]3)[C:17]([CH3:25])=[N:16][CH:15]=2)=[N:9][C:10](N)=[N:11][CH:12]=1.C(ON=O)(C)(C)C.C([O-])(O)=O.[Na+]. (9) Given the product [CH3:9][O:8][C:7]1[N:6]=[CH:5][C:4]([C:10]2[C:11]([CH3:28])=[C:12]([NH:16][C:17]([C:19]3[S:23][C:22]4[CH2:24][CH2:25][CH2:26][CH2:27][C:21]=4[CH:20]=3)=[O:18])[CH:13]=[CH:14][CH:15]=2)=[CH:3][C:2]=1[NH:1][C:30]1[CH:31]=[CH:32][C:33]([N:36]2[CH2:41][CH2:40][N:39]([CH3:42])[CH2:38][CH2:37]2)=[CH:34][N:35]=1, predict the reactants needed to synthesize it. The reactants are: [NH2:1][C:2]1[CH:3]=[C:4]([C:10]2[C:11]([CH3:28])=[C:12]([NH:16][C:17]([C:19]3[S:23][C:22]4[CH2:24][CH2:25][CH2:26][CH2:27][C:21]=4[CH:20]=3)=[O:18])[CH:13]=[CH:14][CH:15]=2)[CH:5]=[N:6][C:7]=1[O:8][CH3:9].Cl[C:30]1[N:35]=[CH:34][C:33]([N:36]2[CH2:41][CH2:40][N:39]([CH3:42])[CH2:38][CH2:37]2)=[CH:32][CH:31]=1.CC1(C)C2C=CC=C(P(C3C=CC=CC=3)C3C=CC=CC=3)C=2OC2C1=CC=CC=2P(C1C=CC=CC=1)C1C=CC=CC=1.C([O-])([O-])=O.[Cs+].[Cs+]. (10) Given the product [CH3:1][O:3][C:4](=[O:33])[CH:5]([O:30][CH2:31][CH3:32])[CH2:6][C:7]1[CH:12]=[CH:11][C:10]([CH2:13][CH2:14][N:15]([C:23]([O:25][C:26]([CH3:28])([CH3:27])[CH3:29])=[O:24])[CH2:16][CH2:17][CH2:18][CH2:19][CH2:20][CH2:21][CH3:22])=[CH:9][CH:8]=1, predict the reactants needed to synthesize it. The reactants are: [CH2:1]([O:3][C:4](=[O:33])[C:5]([O:30][CH2:31][CH3:32])=[CH:6][C:7]1[CH:12]=[CH:11][C:10]([CH2:13][CH2:14][N:15]([C:23]([O:25][C:26]([CH3:29])([CH3:28])[CH3:27])=[O:24])[CH2:16][CH2:17][CH2:18][CH2:19][CH2:20][CH2:21][CH3:22])=[CH:9][CH:8]=1)C.[Mg].